Dataset: NCI-60 drug combinations with 297,098 pairs across 59 cell lines. Task: Regression. Given two drug SMILES strings and cell line genomic features, predict the synergy score measuring deviation from expected non-interaction effect. Drug 1: CC12CCC3C(C1CCC2O)C(CC4=C3C=CC(=C4)O)CCCCCCCCCS(=O)CCCC(C(F)(F)F)(F)F. Drug 2: CS(=O)(=O)OCCCCOS(=O)(=O)C. Cell line: NCIH23. Synergy scores: CSS=6.22, Synergy_ZIP=0.395, Synergy_Bliss=-2.64, Synergy_Loewe=-4.10, Synergy_HSA=-3.02.